Dataset: Full USPTO retrosynthesis dataset with 1.9M reactions from patents (1976-2016). Task: Predict the reactants needed to synthesize the given product. (1) The reactants are: [Br:1][C:2]1[CH:3]=[C:4]([CH:7]=[CH:8][CH:9]=1)[CH:5]=[O:6].[PH:10](=O)([O:14][CH2:15][CH3:16])[O:11][CH2:12][CH3:13]. Given the product [Br:1][C:2]1[CH:3]=[C:4]([CH:5]([P:10]([O:14][CH2:15][CH3:16])[O:11][CH2:12][CH3:13])[OH:6])[CH:7]=[CH:8][CH:9]=1, predict the reactants needed to synthesize it. (2) Given the product [CH:1]1([C@H:5]([NH:7][C:8]2[N:16]=[C:15]([C:17]#[N:19])[N:14]=[C:13]3[C:9]=2[N:10]([CH2:26][C@H:27]2[CH2:28][CH2:29][C@H:30]([CH3:33])[CH2:31][CH2:32]2)[C:11]([CH:20]2[CH2:25][CH2:24][CH2:23][CH2:22][CH2:21]2)=[N:12]3)[CH3:6])[CH2:4][CH2:3][CH2:2]1, predict the reactants needed to synthesize it. The reactants are: [CH:1]1([C@H:5]([NH:7][C:8]2[N:16]=[C:15]([C:17]([NH2:19])=O)[N:14]=[C:13]3[C:9]=2[N:10]([CH2:26][C@H:27]2[CH2:32][CH2:31][C@H:30]([CH3:33])[CH2:29][CH2:28]2)[C:11]([CH:20]2[CH2:25][CH2:24][CH2:23][CH2:22][CH2:21]2)=[N:12]3)[CH3:6])[CH2:4][CH2:3][CH2:2]1.O=P(Cl)(Cl)Cl. (3) Given the product [C:32]([C:28]1[CH:27]=[C:26]([O:25][C:24]2[CH:35]=[CH:36][C:21]([NH:20][C:11]([C:10]3[C:2](=[O:1])[N:3]([C:14]4[CH:19]=[CH:18][CH:17]=[CH:16][CH:15]=4)[N:4]4[CH2:9][CH2:8][O:7][CH2:6][C:5]=34)=[O:13])=[CH:22][C:23]=2[F:37])[CH:31]=[CH:30][N:29]=1)(=[O:33])[NH2:34], predict the reactants needed to synthesize it. The reactants are: [O:1]=[C:2]1[C:10]([C:11]([OH:13])=O)=[C:5]2[CH2:6][O:7][CH2:8][CH2:9][N:4]2[N:3]1[C:14]1[CH:19]=[CH:18][CH:17]=[CH:16][CH:15]=1.[NH2:20][C:21]1[CH:36]=[CH:35][C:24]([O:25][C:26]2[CH:31]=[CH:30][N:29]=[C:28]([C:32]([NH2:34])=[O:33])[CH:27]=2)=[C:23]([F:37])[CH:22]=1.C1C=NC2N(O)N=NC=2C=1.CCN=C=NCCCN(C)C. (4) Given the product [Cl:22][C:19]1[CH:20]=[CH:21][C:16]([NH:15][C:9](=[O:11])[C:8]2[CH:7]=[C:6]([CH:5]=[CH:4][C:3]=2[O:2][CH3:1])[C:12]([NH2:14])=[O:13])=[N:17][CH:18]=1, predict the reactants needed to synthesize it. The reactants are: [CH3:1][O:2][C:3]1[C:8]([C:9]([OH:11])=O)=[CH:7][C:6]([C:12]([NH2:14])=[O:13])=[CH:5][CH:4]=1.[NH2:15][C:16]1[CH:21]=[CH:20][C:19]([Cl:22])=[CH:18][N:17]=1. (5) The reactants are: F[C:2]1[CH:7]=[CH:6][C:5]([S:8]([C@H:11]2[CH2:15][N:14]([C:16]([O:18][C:19]([CH3:22])([CH3:21])[CH3:20])=[O:17])[C@H:13]([C:23]([O:25][CH3:26])=[O:24])[CH2:12]2)(=[O:10])=[O:9])=[C:4]([C:27]([F:30])([F:29])[F:28])[CH:3]=1.[F:31][C:32]([F:36])([F:35])[CH2:33][OH:34].C(=O)([O-])[O-].[Cs+].[Cs+]. Given the product [F:31][C:32]([F:36])([F:35])[CH2:33][O:34][C:2]1[CH:7]=[CH:6][C:5]([S:8]([C@H:11]2[CH2:15][N:14]([C:16]([O:18][C:19]([CH3:20])([CH3:22])[CH3:21])=[O:17])[C@H:13]([C:23]([O:25][CH3:26])=[O:24])[CH2:12]2)(=[O:9])=[O:10])=[C:4]([C:27]([F:28])([F:30])[F:29])[CH:3]=1, predict the reactants needed to synthesize it.